Dataset: Reaction yield outcomes from USPTO patents with 853,638 reactions. Task: Predict the reaction yield, written as a fraction of the theoretical maximum amount of product (1.0 means a 100% yield; for example, 0.34 means a 34% yield). (1) The reactants are [CH3:1][C:2]1[CH:7]=[CH:6][C:5]([S:8]([O:11][CH2:12][CH:13]2[CH2:17][C:16]3[CH:18]=[CH:19][CH:20]=[C:21](Br)[C:15]=3[O:14]2)(=[O:10])=[O:9])=[CH:4][CH:3]=1.[Cl:23][C:24]1[CH:29]=[C:28]([Cl:30])[CH:27]=[CH:26][C:25]=1B(O)O.C(=O)([O-])[O-].[K+].[K+].CC1C=CC(S(OCC2CC3C(C4C=CC=CC=4)=CC=CC=3O2)(=O)=O)=CC=1. The catalyst is CC1C=CC=CC=1[P](C1C=CC=CC=1C)([Pd](Cl)(Cl)[P](C1=C(C)C=CC=C1)(C1C=CC=CC=1C)C1C=CC=CC=1C)C1C=CC=CC=1C. The product is [CH3:1][C:2]1[CH:7]=[CH:6][C:5]([S:8]([O:11][CH2:12][CH:13]2[CH2:17][C:16]3[CH:18]=[CH:19][CH:20]=[C:21]([C:27]4[CH:26]=[CH:25][C:24]([Cl:23])=[CH:29][C:28]=4[Cl:30])[C:15]=3[O:14]2)(=[O:10])=[O:9])=[CH:4][CH:3]=1. The yield is 0.750. (2) The reactants are [C:1]([O:4][C@@H:5]([CH3:9])[C:6]([OH:8])=O)(=[O:3])[CH3:2].CN1CCOCC1.ClC(OCC(C)C)=O.[NH2:25][C:26]1[CH:31]=[C:30]([O:32][C:33]2[C:38]([F:39])=[CH:37][C:36]([NH:40][C:41]([C:43]3([C:46]([NH:48][C:49]4[CH:54]=[CH:53][C:52]([F:55])=[CH:51][CH:50]=4)=[O:47])[CH2:45][CH2:44]3)=[O:42])=[C:35]([F:56])[CH:34]=2)[CH:29]=[CH:28][N:27]=1. The catalyst is C(Cl)Cl. The product is [C:1]([O:4][C@@H:5]([CH3:9])[C:6]([NH:25][C:26]1[CH:31]=[C:30]([O:32][C:33]2[CH:34]=[C:35]([F:56])[C:36]([NH:40][C:41]([C:43]3([C:46](=[O:47])[NH:48][C:49]4[CH:50]=[CH:51][C:52]([F:55])=[CH:53][CH:54]=4)[CH2:45][CH2:44]3)=[O:42])=[CH:37][C:38]=2[F:39])[CH:29]=[CH:28][N:27]=1)=[O:8])(=[O:3])[CH3:2]. The yield is 0.559. (3) The reactants are [C:1]([O:5][C:6]([N:8]1[CH2:12][CH:11]([OH:13])[CH2:10][CH:9]1[C:14]([N:16]1[CH2:21][CH2:20][CH:19]([CH2:22][C:23]2[CH:28]=[CH:27][CH:26]=[CH:25][CH:24]=2)[CH2:18][CH2:17]1)=[O:15])=[O:7])([CH3:4])([CH3:3])[CH3:2].[H-].[Na+].CI.[C:33]([O-])(O)=O.[Na+]. The catalyst is C1COCC1.CCCCCC. The product is [C:1]([O:5][C:6]([N:8]1[CH2:12][C@H:11]([O:13][CH3:33])[CH2:10][C@H:9]1[C:14]([N:16]1[CH2:17][CH2:18][CH:19]([CH2:22][C:23]2[CH:24]=[CH:25][CH:26]=[CH:27][CH:28]=2)[CH2:20][CH2:21]1)=[O:15])=[O:7])([CH3:4])([CH3:2])[CH3:3]. The yield is 0.700. (4) The reactants are [CH3:1][S:2]([CH2:5][C:6]#[N:7])(=[O:4])=[O:3].[C:8](=O)([O-])[O-].[K+].[K+].[CH2:14]1[O:22][C:21]2[CH:20]=[CH:19][C:18]([N:23]=[C:24]=[S:25])=[CH:17][C:16]=2[O:15]1.CI. The catalyst is CC(C)=O. The product is [O:22]1[C:21]2[CH:20]=[CH:19][C:18]([NH:23][C:24]([S:25][CH3:8])=[C:5]([S:2]([CH3:1])(=[O:4])=[O:3])[C:6]#[N:7])=[CH:17][C:16]=2[O:15][CH2:14]1. The yield is 0.650. (5) The reactants are [F:1][C:2]1[CH:25]=[CH:24][CH:23]=[C:22]([F:26])[C:3]=1[O:4][C:5]1[CH2:9][N:8]([CH:10]([CH2:14][C:15]2([F:20])[CH2:19][CH2:18][CH2:17][CH2:16]2)[C:11](O)=[O:12])[C:7](=[O:21])[CH:6]=1.[CH3:27][C:28]1([CH3:40])[O:32][C@H:31]([CH2:33][N:34]2[CH:38]=[CH:37][C:36]([NH2:39])=[N:35]2)[CH2:30][O:29]1.F[P-](F)(F)(F)(F)F.N1(O[P+](N(C)C)(N(C)C)N(C)C)C2C=CC=CC=2N=N1.C(N(CC)C(C)C)(C)C. The catalyst is CN(C)C=O.C(OCC)(=O)C. The product is [F:1][C:2]1[CH:25]=[CH:24][CH:23]=[C:22]([F:26])[C:3]=1[O:4][C:5]1[CH2:9][N:8]([CH:10]([CH2:14][C:15]2([F:20])[CH2:16][CH2:17][CH2:18][CH2:19]2)[C:11]([NH:39][C:36]2[CH:37]=[CH:38][N:34]([CH2:33][C@@H:31]3[CH2:30][O:29][C:28]([CH3:40])([CH3:27])[O:32]3)[N:35]=2)=[O:12])[C:7](=[O:21])[CH:6]=1. The yield is 0.840. (6) The catalyst is O. The reactants are [F:1][C:2]([F:38])([F:37])[C:3]1[CH:4]=[C:5]([C:13]([CH3:36])([CH3:35])[C:14]([N:16]([C:18]2[CH:19]=[N:20][C:21]([NH:31][CH2:32][CH2:33][OH:34])=[CH:22][C:23]=2[C:24]2[CH:29]=[CH:28][CH:27]=[CH:26][C:25]=2[Cl:30])[CH3:17])=[O:15])[CH:6]=[C:7]([C:9]([F:12])([F:11])[F:10])[CH:8]=1.ClCCl.C(N(CC)CC)C.[S:49](Cl)(Cl)=[O:50]. The yield is 0.770. The product is [F:38][C:2]([F:1])([F:37])[C:3]1[CH:4]=[C:5]([C:13]([CH3:35])([CH3:36])[C:14]([N:16]([C:18]2[CH:19]=[N:20][C:21]([N:31]3[CH2:32][CH2:33][O:34][S:49]3=[O:50])=[CH:22][C:23]=2[C:24]2[CH:29]=[CH:28][CH:27]=[CH:26][C:25]=2[Cl:30])[CH3:17])=[O:15])[CH:6]=[C:7]([C:9]([F:12])([F:10])[F:11])[CH:8]=1. (7) The reactants are [CH:1]12[O:9][CH:8]1[CH2:7][CH2:6][CH:5]=[CH:4][CH2:3][CH2:2]2.[H-].[H-].[H-].[H-].[Li+].[Al+3].O.[OH-].[Na+]. The catalyst is C(OCC)C. The product is [CH:8]1([OH:9])[CH2:1][CH2:2][CH2:3][CH:4]=[CH:5][CH2:6][CH2:7]1. The yield is 0.961.